From a dataset of Forward reaction prediction with 1.9M reactions from USPTO patents (1976-2016). Predict the product of the given reaction. (1) Given the reactants C([N:8]1[C:12]([C:13]2([CH2:23][CH3:24])[CH2:21][C:20]3[C:15](=[CH:16][CH:17]=[C:18]([F:22])[CH:19]=3)[CH2:14]2)=[CH:11][N:10]=[CH:9]1)C1C=CC=CC=1.C([O-])=O.[NH4+], predict the reaction product. The product is: [CH2:23]([C:13]1([C:12]2[N:8]=[CH:9][NH:10][CH:11]=2)[CH2:21][C:20]2[C:15](=[CH:16][CH:17]=[C:18]([F:22])[CH:19]=2)[CH2:14]1)[CH3:24]. (2) Given the reactants C([Mg]Cl)(C)C.Br[C:7]1[CH:12]=[CH:11][CH:10]=[CH:9][N:8]=1.C(OC)(=O)C1C=CC=CC=1.C1(P(C2C=CC=CC=2)C2C=CC=CC=2)C=CC=CC=1.C[O:43][C:44]([C:46]1([NH:50][C:51]([C:53]2[CH:61]=[C:60]3[C:56]([C:57]([CH:64]4[CH2:68][CH2:67][CH2:66][CH2:65]4)=[C:58](Br)[N:59]3[CH3:62])=[CH:55][CH:54]=2)=[O:52])[CH2:49][CH2:48][CH2:47]1)=[O:45].[Cl-].[NH4+].C(OC(C)C)(=O)C.Cl.[OH-].[Na+].C(O)(=O)C, predict the reaction product. The product is: [CH:64]1([C:57]2[C:56]3[C:60](=[CH:61][C:53]([C:51]([NH:50][C:46]4([C:44]([OH:45])=[O:43])[CH2:47][CH2:48][CH2:49]4)=[O:52])=[CH:54][CH:55]=3)[N:59]([CH3:62])[C:58]=2[C:7]2[CH:12]=[CH:11][CH:10]=[CH:9][N:8]=2)[CH2:68][CH2:67][CH2:66][CH2:65]1. (3) Given the reactants N[C:2]1C=CC(S(NC2C=CC=CC=2C)(=O)=O)=CC=1.[CH3:19][O:20][C:21]1[CH:26]=[C:25]([N+:27]([O-])=O)[CH:24]=[CH:23][C:22]=1[S:30]([NH:33][C:34]1[CH:35]=[C:36](C)[CH:37]=[CH:38][CH:39]=1)(=[O:32])=[O:31], predict the reaction product. The product is: [NH2:27][C:25]1[CH:24]=[CH:23][C:22]([S:30]([NH:33][C:34]2[CH:39]=[CH:38][C:37]([CH3:2])=[CH:36][CH:35]=2)(=[O:31])=[O:32])=[C:21]([O:20][CH3:19])[CH:26]=1. (4) Given the reactants [CH:1]([N:14]1[CH2:17][CH:16]([OH:18])[CH2:15]1)([C:8]1[CH:13]=[CH:12][CH:11]=[CH:10][CH:9]=1)[C:2]1[CH:7]=[CH:6][CH:5]=[CH:4][CH:3]=1.N1C=CN=C1.[Si:24](Cl)([C:27]([CH3:30])([CH3:29])[CH3:28])([CH3:26])[CH3:25], predict the reaction product. The product is: [CH:1]([N:14]1[CH2:17][CH:16]([O:18][Si:24]([C:27]([CH3:30])([CH3:29])[CH3:28])([CH3:26])[CH3:25])[CH2:15]1)([C:8]1[CH:13]=[CH:12][CH:11]=[CH:10][CH:9]=1)[C:2]1[CH:3]=[CH:4][CH:5]=[CH:6][CH:7]=1.